This data is from Peptide-MHC class I binding affinity with 185,985 pairs from IEDB/IMGT. The task is: Regression. Given a peptide amino acid sequence and an MHC pseudo amino acid sequence, predict their binding affinity value. This is MHC class I binding data. (1) The peptide sequence is SYLNVSDFR. The MHC is HLA-A33:01 with pseudo-sequence HLA-A33:01. The binding affinity (normalized) is 0.729. (2) The peptide sequence is PVPIPFAAA. The MHC is Mamu-A01 with pseudo-sequence Mamu-A01. The binding affinity (normalized) is 0.411. (3) The peptide sequence is SEIDLILGY. The MHC is HLA-B57:01 with pseudo-sequence HLA-B57:01. The binding affinity (normalized) is 0.0128. (4) The peptide sequence is FIFLKKNEL. The MHC is HLA-A02:01 with pseudo-sequence HLA-A02:01. The binding affinity (normalized) is 0.260. (5) The peptide sequence is ANPGRVKDW. The MHC is HLA-A02:01 with pseudo-sequence HLA-A02:01. The binding affinity (normalized) is 0.0847. (6) The peptide sequence is GRGQILLGK. The MHC is HLA-A26:01 with pseudo-sequence HLA-A26:01. The binding affinity (normalized) is 0.0847. (7) The peptide sequence is FQTKGLGISY. The MHC is HLA-A29:02 with pseudo-sequence HLA-A29:02. The binding affinity (normalized) is 0.158. (8) The peptide sequence is SAEPVPLQL. The MHC is HLA-A24:02 with pseudo-sequence HLA-A24:02. The binding affinity (normalized) is 0. (9) The peptide sequence is KDYLELDTI. The MHC is Mamu-B01 with pseudo-sequence Mamu-B01. The binding affinity (normalized) is 1.00.